From a dataset of Full USPTO retrosynthesis dataset with 1.9M reactions from patents (1976-2016). Predict the reactants needed to synthesize the given product. (1) Given the product [CH3:1][O:2][C:3]([C:5]1[S:6][C:7]([C:35]2[CH2:36][CH2:37][C:32]3([O:31][CH2:30][CH2:29][O:28]3)[CH2:33][CH:34]=2)=[CH:8][C:9]=1[N:10]([C@H:20]1[CH2:25][CH2:24][C@H:23]([OH:26])[CH2:22][CH2:21]1)[C:11]([C@H:13]1[CH2:18][CH2:17][C@H:16]([CH3:19])[CH2:15][CH2:14]1)=[O:12])=[O:4], predict the reactants needed to synthesize it. The reactants are: [CH3:1][O:2][C:3]([C:5]1[S:6][C:7](Br)=[CH:8][C:9]=1[N:10]([C@H:20]1[CH2:25][CH2:24][C@H:23]([OH:26])[CH2:22][CH2:21]1)[C:11]([C@H:13]1[CH2:18][CH2:17][C@H:16]([CH3:19])[CH2:15][CH2:14]1)=[O:12])=[O:4].[O:28]1[C:32]2([CH2:37][CH2:36][C:35](B(O)O)=[CH:34][CH2:33]2)[O:31][CH2:30][CH2:29]1.C([O-])([O-])=O.[Na+].[Na+]. (2) The reactants are: Br[C:2]1[CH:3]=[C:4]([CH:17]=[CH:18][CH:19]=1)[CH2:5][O:6][C:7]1[CH:12]=[CH:11][CH:10]=[CH:9][C:8]=1[CH2:13][C:14]([NH2:16])=[O:15].[OH:20][CH2:21][C@@H:22]([NH:38][C:39](=[O:45])[O:40][C:41]([CH3:44])([CH3:43])[CH3:42])[C:23]1[CH:28]=[CH:27][CH:26]=[C:25](B2OC(C)(C)C(C)(C)O2)[CH:24]=1. Given the product [NH2:16][C:14](=[O:15])[CH2:13][C:8]1[CH:9]=[CH:10][CH:11]=[CH:12][C:7]=1[O:6][CH2:5][C:4]1[CH:3]=[C:2]([C:27]2[CH:26]=[CH:25][CH:24]=[C:23]([C@H:22]([NH:38][C:39](=[O:45])[O:40][C:41]([CH3:43])([CH3:42])[CH3:44])[CH2:21][OH:20])[CH:28]=2)[CH:19]=[CH:18][CH:17]=1, predict the reactants needed to synthesize it. (3) Given the product [Cl:1][C:2]1[CH:3]=[N:4][CH:5]=[C:6]([Cl:23])[C:7]=1[NH:8][C:9]1[C:18]2[C:13](=[C:14]([O:21][CH2:25][CH2:26][CH2:27][CH2:28][CH2:29][CH2:30][CH2:31][N:37]3[CH2:38][CH2:39][N:34]([CH3:33])[CH2:35][CH2:36]3)[C:15]([O:19][CH3:20])=[CH:16][CH:17]=2)[NH:12][C:11](=[O:22])[CH:10]=1, predict the reactants needed to synthesize it. The reactants are: [Cl:1][C:2]1[CH:3]=[N:4][CH:5]=[C:6]([Cl:23])[C:7]=1[NH:8][C:9]1[C:18]2[C:13](=[C:14]([OH:21])[C:15]([O:19][CH3:20])=[CH:16][CH:17]=2)[NH:12][C:11](=[O:22])[CH:10]=1.Br[CH2:25][CH2:26][CH2:27][CH2:28][CH2:29][CH2:30][CH2:31]Br.[CH3:33][N:34]1[CH2:39][CH2:38][NH:37][CH2:36][CH2:35]1.ClCCCCCCOC1C(OC)=CC=C2C=1NC(=O)C=C2NC1C(Cl)=CN=CC=1Cl.